Predict the reactants needed to synthesize the given product. From a dataset of Full USPTO retrosynthesis dataset with 1.9M reactions from patents (1976-2016). Given the product [F:24][C:19]1([F:23])[CH2:20][CH2:21][CH2:22][N:17]([C:15]([C:13]2[N:14]=[C:10]([C:8]3[CH:7]=[CH:6][C:5]([CH2:25][NH:26][C:27](=[O:36])[C:28]([F:34])([F:35])[C:29]4[S:30][CH:31]=[CH:32][CH:33]=4)=[C:4]([CH:9]=3)[C:3]([OH:37])=[O:2])[O:11][CH:12]=2)=[O:16])[CH2:18]1, predict the reactants needed to synthesize it. The reactants are: C[O:2][C:3](=[O:37])[C:4]1[CH:9]=[C:8]([C:10]2[O:11][CH:12]=[C:13]([C:15]([N:17]3[CH2:22][CH2:21][CH2:20][C:19]([F:24])([F:23])[CH2:18]3)=[O:16])[N:14]=2)[CH:7]=[CH:6][C:5]=1[CH2:25][NH:26][C:27](=[O:36])[C:28]([F:35])([F:34])[C:29]1[S:30][CH:31]=[CH:32][CH:33]=1.[OH-].[Li+].O.